Dataset: CYP1A2 inhibition data for predicting drug metabolism from PubChem BioAssay. Task: Regression/Classification. Given a drug SMILES string, predict its absorption, distribution, metabolism, or excretion properties. Task type varies by dataset: regression for continuous measurements (e.g., permeability, clearance, half-life) or binary classification for categorical outcomes (e.g., BBB penetration, CYP inhibition). Dataset: cyp1a2_veith. (1) The result is 1 (inhibitor). The drug is Cc1nc2cnc(Nc3ccccc3)nc2n(C[C@H]2CCCO2)c1=O. (2) The molecule is O=C(O)c1cccc(C(=O)O)c1S(=O)Cc1ccccc1. The result is 0 (non-inhibitor).